Dataset: Catalyst prediction with 721,799 reactions and 888 catalyst types from USPTO. Task: Predict which catalyst facilitates the given reaction. (1) Reactant: CS(C)=O.Cl.[NH2:6][C:7]1[CH:15]=[CH:14][CH:13]=[C:12]2[C:8]=1[C:9](=[O:30])[N:10]([C:17]1(CCCCN)[CH2:22][CH2:21][C:20](=[O:23])[NH:19][C:18]1=[O:24])[C:11]2=[O:16].C(N(CC)CC)C.C(CN)O. Product: [CH:14]1[CH:13]=[C:12]2[C:11](=[O:16])[N:10]([CH:17]3[C:18](=[O:24])[NH:19][C:20](=[O:23])[CH2:21][CH2:22]3)[C:9](=[O:30])[C:8]2=[C:7]([NH2:6])[CH:15]=1. The catalyst class is: 32. (2) Reactant: [CH2:1]([C:4]1([C:37]([O:39]CC)=[O:38])[CH2:9][CH2:8][N:7]([C:10]2[N:15]=[CH:14][C:13]([C:16]3[CH:17]=[C:18]([C:31]4[CH:36]=[N:35][CH:34]=[CH:33][N:32]=4)[C:19]4[S:23][C:22]([NH:24][C:25]([NH:27][CH2:28][CH3:29])=[O:26])=[N:21][C:20]=4[CH:30]=3)=[CH:12][N:11]=2)[CH2:6][CH2:5]1)[CH:2]=[CH2:3].CC(C)([O-])C.[K+].O. Product: [CH2:1]([C:4]1([C:37]([OH:39])=[O:38])[CH2:5][CH2:6][N:7]([C:10]2[N:15]=[CH:14][C:13]([C:16]3[CH:17]=[C:18]([C:31]4[CH:36]=[N:35][CH:34]=[CH:33][N:32]=4)[C:19]4[S:23][C:22]([NH:24][C:25](=[O:26])[NH:27][CH2:28][CH3:29])=[N:21][C:20]=4[CH:30]=3)=[CH:12][N:11]=2)[CH2:8][CH2:9]1)[CH:2]=[CH2:3]. The catalyst class is: 16. (3) Reactant: [CH2:1]([N:4]1[C:13](=[O:14])[C:12]2[C:11]([CH3:16])([CH3:15])[CH2:10][C:9]3[CH:17]=[N:18][CH:19]=[CH:20][C:8]=3[C:7]=2[NH:6][C:5]1=[S:21])[CH:2]=[CH2:3].C(=O)([O-])[O-].[Cs+].[Cs+].CC1C=CC(S(O[CH2:39][CH2:40][O:41][CH3:42])(=O)=O)=CC=1. Product: [CH2:1]([N:4]1[C:13](=[O:14])[C:12]2[C:11]([CH3:16])([CH3:15])[CH2:10][C:9]3[CH:17]=[N:18][CH:19]=[CH:20][C:8]=3[C:7]=2[N:6]=[C:5]1[S:21][CH2:39][CH2:40][O:41][CH3:42])[CH:2]=[CH2:3]. The catalyst class is: 3.